Dataset: Catalyst prediction with 721,799 reactions and 888 catalyst types from USPTO. Task: Predict which catalyst facilitates the given reaction. (1) Reactant: [CH3:1][CH:2]([CH3:13])[CH:3]([C:7]1[CH:12]=[CH:11][CH:10]=[CH:9][CH:8]=1)[C:4]([OH:6])=O.ON1C2C=CC=CC=2N=N1.CN(C)CCCN=C=NCC.[CH2:35]1[C@H:39]2[CH2:40][CH2:41][C@H:42]([NH:43][C:44](=[O:50])[O:45][C:46]([CH3:49])([CH3:48])[CH3:47])[C@H:38]2[CH2:37][NH:36]1. Product: [CH3:13][CH:2]([CH3:1])[CH:3]([C:7]1[CH:12]=[CH:11][CH:10]=[CH:9][CH:8]=1)[C:4]([N:36]1[CH2:37][C@@H:38]2[C@@H:42]([NH:43][C:44](=[O:50])[O:45][C:46]([CH3:48])([CH3:47])[CH3:49])[CH2:41][CH2:40][C@@H:39]2[CH2:35]1)=[O:6]. The catalyst class is: 4. (2) Reactant: C1(C)C=CC(S(O)(=O)=O)=CC=1.C1C=CC=CC=1.[Cl-].[N:25]1[CH:30]=[CH:29][CH:28]=[CH:27][C:26]=1[N+:25]1[CH:30]=[CH:29][CH:28]=[CH:27][CH:26]=1.[NH2:31][C:32]1[CH:33]=[C:34]([CH:47]=[CH:48][CH:49]=1)[C:35]([NH:37][C:38]1[CH:43]=[CH:42][C:41]([N+:44]([O-:46])=[O:45])=[CH:40][CH:39]=1)=[O:36]. Product: [N+:44]([C:41]1[CH:40]=[CH:39][C:38]([NH:37][C:35](=[O:36])[C:34]2[CH:47]=[CH:48][CH:49]=[C:32]([NH:31][C:28]3[CH:27]=[CH:26][N:25]=[CH:30][CH:29]=3)[CH:33]=2)=[CH:43][CH:42]=1)([O-:46])=[O:45]. The catalyst class is: 60. (3) Reactant: [CH2:1]([C:5]1[N:10]=[C:9]([CH2:11][CH2:12][C:13]2[CH:18]=[CH:17][C:16]([CH2:19][CH3:20])=[CH:15][N:14]=2)[NH:8][C:7](=[O:21])[C:6]=1[CH2:22][C:23]1[CH:28]=[C:27]([CH2:29][CH2:30][CH3:31])[C:26]([O:32][Si](C(C)(C)C)(C)C)=[C:25]([CH2:40][CH2:41][CH3:42])[CH:24]=1)[CH2:2][CH2:3][CH3:4].[F-].C([N+](CCCC)(CCCC)CCCC)CCC.O. Product: [CH2:1]([C:5]1[N:10]=[C:9]([CH2:11][CH2:12][C:13]2[CH:18]=[CH:17][C:16]([CH2:19][CH3:20])=[CH:15][N:14]=2)[NH:8][C:7](=[O:21])[C:6]=1[CH2:22][C:23]1[CH:24]=[C:25]([CH2:40][CH2:41][CH3:42])[C:26]([OH:32])=[C:27]([CH2:29][CH2:30][CH3:31])[CH:28]=1)[CH2:2][CH2:3][CH3:4]. The catalyst class is: 7. (4) The catalyst class is: 13. Reactant: [Cl:1][C:2]1[CH:7]=[CH:6][C:5]([C:8]2[N:12]([CH2:13][CH2:14][C:15]([F:18])([F:17])[F:16])[C:11](=[O:19])[N:10]([CH2:20][C:21](O)=[O:22])[N:9]=2)=[CH:4][CH:3]=1.[CH2:24]([Cl:27])[CH2:25][Cl:26].[CH:28]1[CH:29]=[CH:30][C:31]2[N:36](O)N=[N:34][C:32]=2[CH:33]=1.C(N(CC)C(C)C)(C)C.C[N:48]([CH:50]=[O:51])C. Product: [C:50]([NH:34][CH2:32][CH:31]([NH:36][C:21](=[O:22])[CH2:20][N:10]1[C:11](=[O:19])[N:12]([CH2:13][CH2:14][C:15]([F:18])([F:16])[F:17])[C:8]([C:5]2[CH:4]=[CH:3][C:2]([Cl:1])=[CH:7][CH:6]=2)=[N:9]1)[C:30]1[CH:29]=[CH:28][CH:33]=[C:25]([Cl:26])[C:24]=1[Cl:27])(=[O:51])[NH2:48].